From a dataset of Peptide-MHC class I binding affinity with 185,985 pairs from IEDB/IMGT. Regression. Given a peptide amino acid sequence and an MHC pseudo amino acid sequence, predict their binding affinity value. This is MHC class I binding data. (1) The peptide sequence is ALASAAAAV. The MHC is HLA-A02:02 with pseudo-sequence HLA-A02:02. The binding affinity (normalized) is 0.669. (2) The peptide sequence is YTSGPGIR. The MHC is Mamu-A02 with pseudo-sequence Mamu-A02. The binding affinity (normalized) is 0.100.